This data is from Full USPTO retrosynthesis dataset with 1.9M reactions from patents (1976-2016). The task is: Predict the reactants needed to synthesize the given product. Given the product [CH2:14]([C:16]1[O:20][C:19]([CH:21]([C:7]2[CH:12]=[CH:11][CH:10]=[C:9]([CH3:13])[N:8]=2)[OH:22])=[CH:18][CH:17]=1)[CH3:15], predict the reactants needed to synthesize it. The reactants are: C([Li])CCC.Br[C:7]1[CH:12]=[CH:11][CH:10]=[C:9]([CH3:13])[N:8]=1.[CH2:14]([C:16]1[O:20][C:19]([CH:21]=[O:22])=[CH:18][CH:17]=1)[CH3:15].